From a dataset of Reaction yield outcomes from USPTO patents with 853,638 reactions. Predict the reaction yield, written as a fraction of the theoretical maximum amount of product (1.0 means a 100% yield; for example, 0.34 means a 34% yield). (1) The reactants are [CH3:1][N:2]1[CH2:6][CH2:5][CH2:4][C@@:3]1([CH2:10][O:11][Si:12]([CH:19]([CH3:21])[CH3:20])([CH:16]([CH3:18])[CH3:17])[CH:13]([CH3:15])[CH3:14])[C:7]([OH:9])=O.[F:22][C:23]1[CH:24]=[CH:25][C:26]([NH:29][NH2:30])=[N:27][CH:28]=1.CCN(C(C)C)C(C)C.CN(C(ON1N=NC2C=CC=NC1=2)=[N+](C)C)C.F[P-](F)(F)(F)(F)F. The catalyst is C(Cl)Cl. The yield is 0.900. The product is [F:22][C:23]1[CH:24]=[CH:25][C:26]([NH:29][NH:30][C:7]([C@:3]2([CH2:10][O:11][Si:12]([CH:13]([CH3:14])[CH3:15])([CH:16]([CH3:17])[CH3:18])[CH:19]([CH3:20])[CH3:21])[CH2:4][CH2:5][CH2:6][N:2]2[CH3:1])=[O:9])=[N:27][CH:28]=1. (2) The reactants are [Cl:1][C:2]1[CH:3]=[C:4]([CH:9]2[C:18]3[C:13](=[CH:14][C:15](B4OC(C)(C)C(C)(C)O4)=[C:16]([F:19])[CH:17]=3)[CH2:12][N:11]([CH3:29])[CH2:10]2)[CH:5]=[CH:6][C:7]=1[Cl:8].Cl[C:31]1[CH:36]=[N:35][CH:34]=[CH:33][N:32]=1. No catalyst specified. The product is [Cl:1][C:2]1[CH:3]=[C:4]([CH:9]2[C:18]3[C:13](=[CH:14][C:15]([C:31]4[CH:36]=[N:35][CH:34]=[CH:33][N:32]=4)=[C:16]([F:19])[CH:17]=3)[CH2:12][N:11]([CH3:29])[CH2:10]2)[CH:5]=[CH:6][C:7]=1[Cl:8]. The yield is 0.470. (3) The reactants are [F:1][C:2]1[CH:7]=[CH:6][C:5]([CH:8]2[CH2:12][CH2:11][CH2:10][C:9]2=[O:13])=[CH:4][CH:3]=1.[C:14](Cl)([N:16]=[C:17]=[O:18])=[O:15]. The catalyst is C(OCC)(=O)C. The product is [F:1][C:2]1[CH:3]=[CH:4][C:5]([CH:8]2[C:9]3[O:13][C:17](=[O:18])[NH:16][C:14](=[O:15])[C:10]=3[CH2:11][CH2:12]2)=[CH:6][CH:7]=1. The yield is 0.525. (4) The reactants are [CH2:1]([O:23][CH:24]([CH3:32])[C:25]([O:27]C(C)(C)C)=[O:26])[CH2:2][CH2:3]/[CH:4]=[CH:5]\[CH2:6]/[CH:7]=[CH:8]\[CH2:9]/[CH:10]=[CH:11]\[CH2:12]/[CH:13]=[CH:14]\[CH2:15]/[CH:16]=[CH:17]\[CH2:18]/[CH:19]=[CH:20]\[CH2:21][CH3:22].[CH:33](O)=O. The catalyst is C(OCC)C. The product is [CH2:1]([O:23][CH:24]([CH2:32][CH3:33])[C:25]([OH:27])=[O:26])[CH2:2][CH2:3]/[CH:4]=[CH:5]\[CH2:6]/[CH:7]=[CH:8]\[CH2:9]/[CH:10]=[CH:11]\[CH2:12]/[CH:13]=[CH:14]\[CH2:15]/[CH:16]=[CH:17]\[CH2:18]/[CH:19]=[CH:20]\[CH2:21][CH3:22]. The yield is 0.580. (5) The reactants are Cl[C:2]1[N:7]=[CH:6][N:5]=[C:4]([C:8]2[C:9]([CH:29]3[CH2:31][CH2:30]3)=[N:10][C:11]([N:16]3[CH2:21][CH2:20][N:19]([C:22](=[O:27])[CH2:23][CH2:24][O:25][CH3:26])[C@H:18]([CH3:28])[CH2:17]3)=[C:12]([CH:15]=2)[C:13]#[N:14])[CH:3]=1.[F:32][C:33]([Si](C)(C1C=CC=CC=1)C1C=CC=CC=1)=[CH2:34]. The catalyst is CN(C=O)C.[Cu]I.Cl[Pd](Cl)([P](C1C=CC=CC=1)(C1C=CC=CC=1)C1C=CC=CC=1)[P](C1C=CC=CC=1)(C1C=CC=CC=1)C1C=CC=CC=1. The product is [CH:29]1([C:9]2[C:8]([C:4]3[CH:3]=[C:2]([C:33]([F:32])=[CH2:34])[N:7]=[CH:6][N:5]=3)=[CH:15][C:12]([C:13]#[N:14])=[C:11]([N:16]3[CH2:21][CH2:20][N:19]([C:22](=[O:27])[CH2:23][CH2:24][O:25][CH3:26])[C@H:18]([CH3:28])[CH2:17]3)[N:10]=2)[CH2:30][CH2:31]1. The yield is 0.300. (6) The reactants are [I:1][C:2]1[CH:7]=[CH:6][N:5]=[C:4]2[N:8](C(=O)C)[CH:9]=[CH:10][C:3]=12.CO. The catalyst is C(O)C. The product is [I:1][C:2]1[CH:7]=[CH:6][N:5]=[C:4]2[NH:8][CH:9]=[CH:10][C:3]=12. The yield is 0.920. (7) The reactants are [CH3:1][C:2]([S:9][CH2:10][C@@H:11]1[CH2:16][CH2:15][CH2:14][CH2:13][O:12]1)([CH3:8])[C:3]([O:5]CC)=[O:4].O.[OH-].[Li+]. The catalyst is O1CCOCC1.O. The product is [CH3:8][C:2]([S:9][CH2:10][C@@H:11]1[CH2:16][CH2:15][CH2:14][CH2:13][O:12]1)([CH3:1])[C:3]([OH:5])=[O:4]. The yield is 0.890. (8) The reactants are [F:1][C:2]1[CH:10]=[C:9]2[C:5]([C:6]([C:11]3[N:12]=[C:13]4[C:19]([CH:20]=[O:21])=[CH:18][N:17]([CH2:22][O:23][CH2:24][CH2:25][Si:26]([CH3:29])([CH3:28])[CH3:27])[C:14]4=[N:15][CH:16]=3)=[N:7][NH:8]2)=[CH:4][CH:3]=1.I[CH2:31][CH:32]1[CH2:35][N:34]([C:36]([O:38][C:39]([CH3:42])([CH3:41])[CH3:40])=[O:37])[CH2:33]1.C(=O)([O-])[O-].[Cs+].[Cs+]. The catalyst is CN(C)C=O. The product is [F:1][C:2]1[CH:10]=[C:9]2[C:5]([C:6]([C:11]3[N:12]=[C:13]4[C:19]([CH:20]=[O:21])=[CH:18][N:17]([CH2:22][O:23][CH2:24][CH2:25][Si:26]([CH3:29])([CH3:28])[CH3:27])[C:14]4=[N:15][CH:16]=3)=[N:7][N:8]2[CH2:31][CH:32]2[CH2:35][N:34]([C:36]([O:38][C:39]([CH3:40])([CH3:42])[CH3:41])=[O:37])[CH2:33]2)=[CH:4][CH:3]=1. The yield is 0.640.